This data is from Full USPTO retrosynthesis dataset with 1.9M reactions from patents (1976-2016). The task is: Predict the reactants needed to synthesize the given product. (1) Given the product [CH:1]1([CH2:4][CH2:5][NH:6][C:7]([C:9]2[N:10]=[N:11][C:12]([N:16]3[CH2:21][CH2:20][NH:19][CH2:18][CH2:17]3)=[CH:13][CH:14]=2)=[O:8])[CH2:3][CH2:2]1, predict the reactants needed to synthesize it. The reactants are: [CH:1]1([CH2:4][CH2:5][NH:6][C:7]([C:9]2[N:10]=[N:11][C:12](Cl)=[CH:13][CH:14]=2)=[O:8])[CH2:3][CH2:2]1.[NH:16]1[CH2:21][CH2:20][NH:19][CH2:18][CH2:17]1. (2) Given the product [CH3:11][C:10]1[N:9]=[C:7]([C:3]2[N:2]([CH3:1])[CH:6]=[CH:5][CH:4]=2)[N:17]2[C:12]=1[CH:13]=[N:14][C:15]([NH:18][C:19]1[CH:24]=[C:23]([O:25][CH3:26])[C:22]([O:27][CH3:28])=[C:21]([O:29][CH3:30])[CH:20]=1)=[N:16]2, predict the reactants needed to synthesize it. The reactants are: [CH3:1][N:2]1[CH:6]=[CH:5][CH:4]=[C:3]1[C:7]([NH:9][CH:10]([C:12]1[N:17]=[N:16][C:15]([NH:18][C:19]2[CH:24]=[C:23]([O:25][CH3:26])[C:22]([O:27][CH3:28])=[C:21]([O:29][CH3:30])[CH:20]=2)=[N:14][CH:13]=1)[CH3:11])=O.N1C=NC=N1.P(Cl)(Cl)(Cl)=O. (3) Given the product [C:23]([NH:21][C:18]1[S:19][CH:20]=[C:16]([C:13]2[CH:14]=[CH:15][C:10]([CH2:9][CH2:8][NH:7][C:6](=[O:22])[O:5][C:1]([CH3:4])([CH3:2])[CH3:3])=[CH:11][CH:12]=2)[N:17]=1)(=[O:25])[CH3:24], predict the reactants needed to synthesize it. The reactants are: [C:1]([O:5][C:6](=[O:22])[NH:7][CH2:8][CH2:9][C:10]1[CH:15]=[CH:14][C:13]([C:16]2[N:17]=[C:18]([NH2:21])[S:19][CH:20]=2)=[CH:12][CH:11]=1)([CH3:4])([CH3:3])[CH3:2].[C:23](OC(=O)C)(=[O:25])[CH3:24].N1C=CC=CC=1.